The task is: Predict which catalyst facilitates the given reaction.. This data is from Catalyst prediction with 721,799 reactions and 888 catalyst types from USPTO. (1) Reactant: [OH:1][CH2:2][CH:3]1[CH2:12][CH2:11][C:10]2[N:9]=[CH:8][CH:7]=[CH:6][C:5]=2[CH2:4]1.C[N+]1([O-])CCOCC1. Product: [N:9]1[C:10]2[CH2:11][CH2:12][CH:3]([CH:2]=[O:1])[CH2:4][C:5]=2[CH:6]=[CH:7][CH:8]=1. The catalyst class is: 862. (2) Reactant: [Br-].[CH2:2]([P+](C1C=CC=CC=1)(C1C=CC=CC=1)C1C=CC=CC=1)[CH2:3][CH2:4][CH2:5][CH3:6].[Li]CCCC.[CH2:31]([O:38][C:39]1[CH:46]=[CH:45][C:42]([CH:43]=O)=[CH:41][C:40]=1[N+:47]([O-:49])=[O:48])[C:32]1[CH:37]=[CH:36][CH:35]=[CH:34][CH:33]=1. Product: [CH2:31]([O:38][C:39]1[CH:46]=[CH:45][C:42](/[CH:43]=[CH:2]\[CH2:3][CH2:4][CH2:5][CH3:6])=[CH:41][C:40]=1[N+:47]([O-:49])=[O:48])[C:32]1[CH:37]=[CH:36][CH:35]=[CH:34][CH:33]=1. The catalyst class is: 1. (3) Reactant: [NH2:1][C:2]1[CH:3]=[C:4]2[C:9](=[CH:10][CH:11]=1)[N:8]=[CH:7][C:6]([C:12]#[N:13])=[C:5]2[NH:14][C:15]1[CH:20]=[CH:19][C:18]([F:21])=[C:17]([Cl:22])[CH:16]=1.[CH3:23][N:24]1[CH:28]=[CH:27][N:26]=[C:25]1[CH:29]=O.[BH3-]C#N.[Na+]. Product: [Cl:22][C:17]1[CH:16]=[C:15]([NH:14][C:5]2[C:4]3[C:9](=[CH:10][CH:11]=[C:2]([NH:1][CH2:29][C:25]4[N:24]([CH3:23])[CH:28]=[CH:27][N:26]=4)[CH:3]=3)[N:8]=[CH:7][C:6]=2[C:12]#[N:13])[CH:20]=[CH:19][C:18]=1[F:21]. The catalyst class is: 14. (4) Reactant: [CH3:1][CH:2]([O:4][C:5]([N:7]1[CH2:12][CH2:11][CH:10]([CH2:13][O:14][C:15]2[CH:16]=[CH:17][C:18]([C:21]3[CH:29]=[CH:28][C:24]([C:25]([OH:27])=O)=[CH:23][CH:22]=3)=[N:19][CH:20]=2)[CH2:9][CH2:8]1)=[O:6])[CH3:3].[NH:30]1[CH2:34][CH2:33][CH2:32][CH2:31]1.CN(C(ON1N=NC2C=CC=NC1=2)=[N+](C)C)C.F[P-](F)(F)(F)(F)F.C(N(C(C)C)CC)(C)C. Product: [N:30]1([C:25]([C:24]2[CH:28]=[CH:29][C:21]([C:18]3[N:19]=[CH:20][C:15]([O:14][CH2:13][CH:10]4[CH2:9][CH2:8][N:7]([C:5]([O:4][CH:2]([CH3:3])[CH3:1])=[O:6])[CH2:12][CH2:11]4)=[CH:16][CH:17]=3)=[CH:22][CH:23]=2)=[O:27])[CH2:34][CH2:33][CH2:32][CH2:31]1. The catalyst class is: 3. (5) Reactant: [I:1][C:2]1[CH:3]=[C:4]([CH:6]=[CH:7][CH:8]=1)[NH2:5].[CH:9](OCC)(OCC)OCC.[N+:19]([CH2:22]C(OCC)=O)([O-])=O.[C:28]([OH:31])(=[O:30])[CH3:29]. Product: [I:1][C:2]1[CH:3]=[C:4]([N:5]2[CH:9]=[C:29]([C:28]([OH:31])=[O:30])[N:19]=[CH:22]2)[CH:6]=[CH:7][CH:8]=1. The catalyst class is: 292.